Dataset: Experimentally validated miRNA-target interactions with 360,000+ pairs, plus equal number of negative samples. Task: Binary Classification. Given a miRNA mature sequence and a target amino acid sequence, predict their likelihood of interaction. (1) The miRNA is hsa-miR-6789-3p with sequence CGGCGCCCGUGUCUCCUCCAG. The protein sequence of the target gene is MKNPEEAADGKQRIHLRPGSLRGAAPAKLHLLPCDVLVSRPAPVDRFFTPAVRHDADGLQASFRGRGLRGEEVAVPPGFAGFVMVTEEKGEGLIGKLNFSGDAEDKADEAQEPLERDFDRLIGATGSFSHFTLWGLETVPGPDAKVHRALGWPSLAAAIHAQVPED. Result: 0 (no interaction). (2) The miRNA is hsa-miR-193b-3p with sequence AACUGGCCCUCAAAGUCCCGCU. The protein sequence of the target gene is MSGMGENTSDPSRAETRKRKECPDQLGPSPKRNTEKRNREQENKYIEELAELIFANFNDIDNFNFKPDKCAILKETVKQIRQIKEQEKAAAANIDEVQKSDVSSTGQGVIDKDALGPMMLEALDGFFFVVNLEGNVVFVSENVTQYLRYNQEELMNKSVYSILHVGDHTEFVKNLLPKSIVNGGSWSGEPPRRNSHTFNCRMLVKPLPDSEEEGHDNQEAHQKYETMQCFAVSQPKSIKEEGEDLQSCLICVARRVPMKERPVLPSSESFTTRQDLQGKITSLDTSTMRAAMKPGWEDLV.... Result: 1 (interaction). (3) The miRNA is mmu-miR-767 with sequence UGCACCAUGGUUGUCUGAGCA. The protein sequence of the target gene is MAAVGPPQQQVRMAQQQVWAALEVALRVPCLYIIDAIFNSYYDSSQSRFCIGLQIFLRLLGIVVSSIVLILSQRSLFKFYMYSSAFLLAATSVLVNYYAALHIDFYGAYNTSAFGIELLPRKGPSLWMALIVLQLTFGIGYVTLLQIQSIYSQLMILNILVPIIGLITELPLHIRETVVLMSSLILIFNTVLVLAVKLKWFYYSTRYVYLLVRHMYRIYGLQLLMEDTWKRIRFPDILRVFWLTRITTQATVLMYILRMANETESFFISWDDFWDVICNLIISGCDSTLTVLGMSAVISS.... Result: 0 (no interaction). (4) The miRNA is hsa-miR-6859-5p with sequence GAGAGGAACAUGGGCUCAGGACA. The protein sequence of the target gene is MIISHFPKCVAVFALLALSVGALDTFIAAVYEHAVILPNRTETPVSKEEALLLMNKNIDVLEKAVKLAAKQGAHIIVTPEDGIYGWIFTRESIYPYLEDIPDPGVNWIPCRDPWRFGNTPVQQRLSCLAKDNSIYVVANIGDKKPCNASDSQCPPDGRYQYNTDVVFDSQGKLLARYHKYNLFAPEIQFDFPKDSELVTFDTPFGKFGIFTCFDIFSHDPAVVVVDEFQLTAFSTPQHGTTRCPSSRLFPSIQHGPRPWESIYLLQIPTTPACT. Result: 1 (interaction).